Dataset: Forward reaction prediction with 1.9M reactions from USPTO patents (1976-2016). Task: Predict the product of the given reaction. (1) Given the reactants [C:1]([NH:9][C:10]1[N:15]=[CH:14][N:13]=[C:12]2[N:16]([C@H:19]3[C@@H:23]4[O:24]C(C)(C)[O:26][C@@H:22]4[C@@H:21](/[CH:29]=[CH:30]/[P:31](=[O:38])([O:35][CH2:36][CH3:37])[O:32][CH2:33][CH3:34])[O:20]3)[N:17]=[CH:18][C:11]=12)(=[O:8])[C:2]1[CH:7]=[CH:6][CH:5]=[CH:4][CH:3]=1.C(O)(C(F)(F)F)=O, predict the reaction product. The product is: [C:1]([NH:9][C:10]1[N:15]=[CH:14][N:13]=[C:12]2[N:16]([C@@H:19]3[O:20][C@H:21](/[CH:29]=[CH:30]/[P:31](=[O:38])([O:32][CH2:33][CH3:34])[O:35][CH2:36][CH3:37])[C@@H:22]([OH:26])[C@H:23]3[OH:24])[N:17]=[CH:18][C:11]=12)(=[O:8])[C:2]1[CH:3]=[CH:4][CH:5]=[CH:6][CH:7]=1. (2) Given the reactants Br[C:2]1[C:3]([N:19]2[CH:23]=[CH:22][C:21]([C:24]([F:27])([F:26])[F:25])=[N:20]2)=[N:4][C:5]([NH:8][C:9]2[CH:14]=[C:13]([O:15][CH3:16])[CH:12]=[C:11]([O:17][CH3:18])[CH:10]=2)=[N:6][CH:7]=1.[O:28]=[S:29]1(=[O:42])[C:33]2[CH:34]=[CH:35][C:36](B(O)O)=[CH:37][C:32]=2[C:31](=[O:41])[NH:30]1.C(Cl)Cl.C(=O)([O-])[O-].[Na+].[Na+], predict the reaction product. The product is: [CH3:18][O:17][C:11]1[CH:10]=[C:9]([NH:8][C:5]2[N:4]=[C:3]([N:19]3[CH:23]=[CH:22][C:21]([C:24]([F:27])([F:26])[F:25])=[N:20]3)[C:2]([C:36]3[CH:35]=[CH:34][C:33]4[S:29](=[O:42])(=[O:28])[NH:30][C:31](=[O:41])[C:32]=4[CH:37]=3)=[CH:7][N:6]=2)[CH:14]=[C:13]([O:15][CH3:16])[CH:12]=1. (3) Given the reactants [CH3:1][C:2]1[C:7]([OH:8])=[C:6]([CH3:9])[CH:5]=[CH:4][C:3]=1[OH:10].I[CH3:12], predict the reaction product. The product is: [CH3:12][O:10][C:3]1[C:2]([CH3:1])=[C:7]([OH:8])[C:6]([CH3:9])=[CH:5][CH:4]=1. (4) Given the reactants [N:1]1([C:7]2[N:12]=[C:11](O)[CH:10]=[CH:9][N:8]=2)[CH2:6][CH2:5][O:4][CH2:3][CH2:2]1.P(Br)(Br)([Br:16])=O, predict the reaction product. The product is: [Br:16][C:11]1[CH:10]=[CH:9][N:8]=[C:7]([N:1]2[CH2:6][CH2:5][O:4][CH2:3][CH2:2]2)[N:12]=1. (5) Given the reactants Cl[C:2]1[CH:3]=[CH:4][N:5]2[C:10]([C:11]=1[CH3:12])=[C:9]([CH:13]1[CH2:15][CH2:14]1)[CH:8]=[C:7]([C:16]([O:18][CH3:19])=[O:17])[C:6]2=[O:20].[NH2:21][C:22]1[CH:23]=[C:24](B(O)O)[CH:25]=[CH:26][CH:27]=1, predict the reaction product. The product is: [NH2:21][C:22]1[CH:27]=[C:26]([C:2]2[CH:3]=[CH:4][N:5]3[C:10]([C:11]=2[CH3:12])=[C:9]([CH:13]2[CH2:15][CH2:14]2)[CH:8]=[C:7]([C:16]([O:18][CH3:19])=[O:17])[C:6]3=[O:20])[CH:25]=[CH:24][CH:23]=1. (6) Given the reactants [NH2:1][C:2]1[CH:3]=[CH:4][C:5]([O:23][CH3:24])=[C:6]([NH:8][C:9]([NH:11][C:12](=[O:22])[C:13]2[CH:18]=[C:17]([F:19])[C:16]([F:20])=[CH:15][C:14]=2[Cl:21])=[O:10])[CH:7]=1.[CH3:25][N:26]=[C:27]=[O:28], predict the reaction product. The product is: [Cl:21][C:14]1[CH:15]=[C:16]([F:20])[C:17]([F:19])=[CH:18][C:13]=1[C:12]([NH:11][C:9](=[O:10])[NH:8][C:6]1[CH:7]=[C:2]([NH:1][C:27]([NH:26][CH3:25])=[O:28])[CH:3]=[CH:4][C:5]=1[O:23][CH3:24])=[O:22].